From a dataset of Catalyst prediction with 721,799 reactions and 888 catalyst types from USPTO. Predict which catalyst facilitates the given reaction. Reactant: [NH2:1][C:2]1[C:3](=[O:17])[N:4]([CH2:9][C:10]([O:12][C:13]([CH3:16])([CH3:15])[CH3:14])=[O:11])[C:5]([CH3:8])=[CH:6][CH:7]=1.CN1CCOCC1.[C:25]1([CH2:31][S:32](Cl)(=[O:34])=[O:33])[CH:30]=[CH:29][CH:28]=[CH:27][CH:26]=1. Product: [CH2:31]([S:32]([NH:1][C:2]1[C:3](=[O:17])[N:4]([CH2:9][C:10]([O:12][C:13]([CH3:16])([CH3:15])[CH3:14])=[O:11])[C:5]([CH3:8])=[CH:6][CH:7]=1)(=[O:34])=[O:33])[C:25]1[CH:30]=[CH:29][CH:28]=[CH:27][CH:26]=1. The catalyst class is: 2.